From a dataset of Forward reaction prediction with 1.9M reactions from USPTO patents (1976-2016). Predict the product of the given reaction. (1) Given the reactants [CH3:1][C:2]([CH3:36])([CH2:5][C@@:6]1([C:30]2[CH:35]=[CH:34][CH:33]=[CH:32][CH:31]=2)[O:11][C:10](=[O:12])[N:9]([C@H:13]([C:15]2[CH:20]=[CH:19][C:18](B3OC(C)(C)C(C)(C)O3)=[CH:17][CH:16]=2)[CH3:14])[CH2:8][CH2:7]1)[C:3]#[N:4].[Cl:37][C:38]1[CH:39]=[CH:40][C:41](=[O:45])[N:42]([CH3:44])[N:43]=1.ClC1C=CC(=O)NN=1, predict the reaction product. The product is: [CH3:1][C:2]([CH3:36])([CH2:5][C@@:6]1([C:30]2[CH:35]=[CH:34][CH:33]=[CH:32][CH:31]=2)[O:11][C:10](=[O:12])[N:9]([C@H:13]([C:15]2[CH:20]=[CH:19][C:18]([C:38]3[CH:39]=[CH:40][C:41](=[O:45])[N:42]([CH3:44])[N:43]=3)=[CH:17][CH:16]=2)[CH3:14])[CH2:8][CH2:7]1)[C:3]#[N:4].[Cl:37][C:38]1[CH:39]=[CH:40][C:41](=[O:45])[N:42]([CH3:44])[N:43]=1. (2) Given the reactants [Br:1][C:2]1[CH:10]=[C:6]([C:7]([OH:9])=O)[C:5]([OH:11])=[CH:4][CH:3]=1.[NH2:12][C:13]1[S:14][C:15]([CH3:24])=[C:16]([C:18]2[CH:23]=[CH:22][CH:21]=[CH:20][CH:19]=2)[N:17]=1, predict the reaction product. The product is: [Br:1][C:2]1[CH:3]=[CH:4][C:5]([OH:11])=[C:6]([CH:10]=1)[C:7]([NH:12][C:13]1[S:14][C:15]([CH3:24])=[C:16]([C:18]2[CH:23]=[CH:22][CH:21]=[CH:20][CH:19]=2)[N:17]=1)=[O:9]. (3) Given the reactants [CH3:1][N:2]1[C:10](=[O:11])[C:9]2[N:8]([CH2:12][C:13]3[CH:14]=[C:15]([CH:18]=[CH:19][CH:20]=3)[C:16]#[N:17])[C:7]([CH2:21][O:22][CH2:23][CH2:24][CH3:25])=[N:6][C:5]=2[N:4]([CH3:26])[C:3]1=[O:27].[OH-:28].[Na+].OO, predict the reaction product. The product is: [CH3:1][N:2]1[C:10](=[O:11])[C:9]2[N:8]([CH2:12][C:13]3[CH:14]=[C:15]([CH:18]=[CH:19][CH:20]=3)[C:16]([NH2:17])=[O:28])[C:7]([CH2:21][O:22][CH2:23][CH2:24][CH3:25])=[N:6][C:5]=2[N:4]([CH3:26])[C:3]1=[O:27]. (4) Given the reactants [C:1]([C:5]1[CH:6]=[C:7]([C:17]2[S:18][CH:19]=[C:20]([CH:22]3[CH2:27][CH2:26][NH:25][CH2:24][CH2:23]3)[N:21]=2)[CH:8]=[C:9]([C:13]([CH3:16])([CH3:15])[CH3:14])[C:10]=1[O:11][CH3:12])([CH3:4])([CH3:3])[CH3:2].[CH3:28][O:29][C:30](=[O:42])[CH2:31][C:32]1[N:33]=[CH:34][N:35]([CH2:38][C:39](O)=[O:40])[C:36]=1[CH3:37], predict the reaction product. The product is: [CH3:28][O:29][C:30](=[O:42])[CH2:31][C:32]1[N:33]=[CH:34][N:35]([CH2:38][C:39]([N:25]2[CH2:26][CH2:27][CH:22]([C:20]3[N:21]=[C:17]([C:7]4[CH:6]=[C:5]([C:1]([CH3:2])([CH3:3])[CH3:4])[C:10]([O:11][CH3:12])=[C:9]([C:13]([CH3:16])([CH3:15])[CH3:14])[CH:8]=4)[S:18][CH:19]=3)[CH2:23][CH2:24]2)=[O:40])[C:36]=1[CH3:37]. (5) Given the reactants S1CCC(C2C([F:13])=CC(N3C[C@H](CN4C=C(C)N=N4)OC3=O)=CC=2F)CC1.Cl[C:29]1[CH:34]=CC=C(C(OO)=O)[CH:30]=1.[O:39]=[S:40]1(=[O:63])[CH2:45][CH:44]=[C:43]([C:46]2[CH:51]=[CH:50][C:49]([N:52]3[CH2:56][C@H:55]([CH2:57][N:58]=[N+:59]=[N-:60])[O:54][C:53]3=[O:61])=[CH:48][C:47]=2[F:62])[CH2:42][CH2:41]1.CO, predict the reaction product. The product is: [O:63]=[S:40]1(=[O:39])[CH2:41][CH2:42][CH:43]([C:46]2[C:51]([F:13])=[CH:50][C:49]([N:52]3[CH2:56][C@H:55]([CH2:57][N:58]4[CH:30]=[C:29]([CH3:34])[N:60]=[N:59]4)[O:54][C:53]3=[O:61])=[CH:48][C:47]=2[F:62])[CH2:44][CH2:45]1. (6) The product is: [CH2:1]([C:5]1[CH:6]=[CH:7][C:8]([C:11]#[C:12][C:13]2[CH:40]=[CH:39][C:16]([CH2:17][N:18]([C:19](=[O:25])[CH2:20][CH2:21][CH2:22][CH2:23][CH3:24])[C:26]3[CH:27]=[CH:28][C:29]([C:34]([OH:35])=[O:33])=[C:30]([OH:31])[CH:38]=3)=[CH:15][CH:14]=2)=[CH:9][CH:10]=1)[CH2:2][CH2:3][CH3:4]. Given the reactants [CH2:1]([C:5]1[CH:10]=[CH:9][C:8]([C:11]#[C:12][C:13]2[CH:40]=[CH:39][C:16]([CH2:17][N:18]([C:26]3[CH:27]=[CH:28][C:29]4[C:34](=[O:35])[O:33]C(C)(C)[O:31][C:30]=4[CH:38]=3)[C:19](=[O:25])[CH2:20][CH2:21][CH2:22][CH2:23][CH3:24])=[CH:15][CH:14]=2)=[CH:7][CH:6]=1)[CH2:2][CH2:3][CH3:4], predict the reaction product. (7) Given the reactants Br[C:2]1[C:10]2[C:5](=[CH:6][CH:7]=[C:8]([N+:11]([O-:13])=[O:12])[CH:9]=2)[N:4]([C:14]([C:27]2[CH:32]=[CH:31][CH:30]=[CH:29][CH:28]=2)([C:21]2[CH:26]=[CH:25][CH:24]=[CH:23][CH:22]=2)[C:15]2[CH:20]=[CH:19][CH:18]=[CH:17][CH:16]=2)[N:3]=1.[N:33]1[CH:38]=[CH:37][C:36](B(O)O)=[CH:35][CH:34]=1.[O-]P([O-])([O-])=O.[K+].[K+].[K+], predict the reaction product. The product is: [N+:11]([C:8]1[CH:9]=[C:10]2[C:5](=[CH:6][CH:7]=1)[N:4]([C:14]([C:27]1[CH:32]=[CH:31][CH:30]=[CH:29][CH:28]=1)([C:21]1[CH:22]=[CH:23][CH:24]=[CH:25][CH:26]=1)[C:15]1[CH:20]=[CH:19][CH:18]=[CH:17][CH:16]=1)[N:3]=[C:2]2[C:36]1[CH:37]=[CH:38][N:33]=[CH:34][CH:35]=1)([O-:13])=[O:12].